From a dataset of Catalyst prediction with 721,799 reactions and 888 catalyst types from USPTO. Predict which catalyst facilitates the given reaction. (1) Reactant: [C:1]([C:5](=[CH:11][C:12]1[CH:17]=[CH:16][C:15]([O:18][CH3:19])=[CH:14][C:13]=1[CH2:20][N:21]([C:29]([O:31][C:32]([CH3:35])([CH3:34])[CH3:33])=[O:30])[C:22]([O:24][C:25]([CH3:28])([CH3:27])[CH3:26])=[O:23])[CH2:6][C:7]([O:9][CH3:10])=[O:8])([O:3][CH3:4])=[O:2].[H][H]. The catalyst class is: 153. Product: [C:1]([CH:5]([CH2:11][C:12]1[CH:17]=[CH:16][C:15]([O:18][CH3:19])=[CH:14][C:13]=1[CH2:20][N:21]([C:29]([O:31][C:32]([CH3:35])([CH3:34])[CH3:33])=[O:30])[C:22]([O:24][C:25]([CH3:28])([CH3:26])[CH3:27])=[O:23])[CH2:6][C:7]([O:9][CH3:10])=[O:8])([O:3][CH3:4])=[O:2]. (2) Reactant: C(OC(=O)[NH:7][C@@H:8]([C:11]([N:13]1[CH2:16][CH:15]([C:17]#[N:18])[CH2:14]1)=[O:12])[CH2:9][CH3:10])(C)(C)C.[F:20][C:21]([F:26])([F:25])[C:22]([OH:24])=[O:23]. Product: [F:20][C:21]([F:26])([F:25])[C:22]([OH:24])=[O:23].[NH2:7][C@H:8]([CH2:9][CH3:10])[C:11]([N:13]1[CH2:14][CH:15]([C:17]#[N:18])[CH2:16]1)=[O:12]. The catalyst class is: 4. (3) Reactant: [CH2:1]([C:3]1[CH:4]=[C:5]([CH:9]=[CH:10][CH:11]=1)[C:6](O)=[O:7])[CH3:2].S(Cl)([Cl:14])=O. Product: [CH2:1]([C:3]1[CH:4]=[C:5]([CH:9]=[CH:10][CH:11]=1)[C:6]([Cl:14])=[O:7])[CH3:2]. The catalyst class is: 9. (4) Reactant: [C:1]([CH2:14][CH2:15][CH2:16][CH2:17][CH2:18][CH2:19][CH2:20][CH2:21][CH2:22][CH2:23][CH2:24]O)([C:4]([C:7]([C:10]([F:13])([F:12])[F:11])([F:9])[F:8])([F:6])[F:5])([F:3])[F:2].[BrH:26].S(=O)(=O)(O)O. Product: [C:1]([CH2:14][CH2:15][CH2:16][CH2:17][CH2:18][CH2:19][CH2:20][CH2:21][CH2:22][CH2:23][CH2:24][Br:26])([C:4]([C:7]([C:10]([F:13])([F:12])[F:11])([F:9])[F:8])([F:6])[F:5])([F:3])[F:2]. The catalyst class is: 6.